This data is from CYP2D6 inhibition data for predicting drug metabolism from PubChem BioAssay. The task is: Regression/Classification. Given a drug SMILES string, predict its absorption, distribution, metabolism, or excretion properties. Task type varies by dataset: regression for continuous measurements (e.g., permeability, clearance, half-life) or binary classification for categorical outcomes (e.g., BBB penetration, CYP inhibition). Dataset: cyp2d6_veith. (1) The compound is O=C(COC(=O)C1CCN(S(=O)(=O)c2cc([N+](=O)[O-])ccc2Cl)CC1)Nc1ncc(Cl)cc1Cl. The result is 0 (non-inhibitor). (2) The molecule is CN(C)C(=O)c1ccc(-c2cncnc2NCCN2CCOCC2)cc1. The result is 0 (non-inhibitor). (3) The compound is COC(=O)C1CSC(C(=O)OC)N1C(=O)Nc1c(C)cccc1C. The result is 0 (non-inhibitor). (4) The molecule is COc1ccc(C(=O)N2CCC3(CCCN(Cc4ccc(C#N)cc4)C3)CC2)cc1. The result is 0 (non-inhibitor). (5) The drug is C[n+]1c(/C=C\c2ccc(O)c3ncccc23)[se]c2ccccc21. The result is 1 (inhibitor). (6) The molecule is N=C(N)SCc1cc(Cl)cc(Cl)c1O. The result is 0 (non-inhibitor). (7) The molecule is C/C(=N\OC(=O)c1ccc(F)cc1)c1nccs1. The result is 1 (inhibitor). (8) The drug is CN1CCN(c2ncc3ncc(=O)n(Cc4cccs4)c3n2)CC1. The result is 0 (non-inhibitor). (9) The compound is O=C1CC2(CCCC2)CC(=O)N1CCNC[C@H]1COc2ccccc2O1. The result is 1 (inhibitor).